This data is from Antibody developability classification from SAbDab with 2,409 antibodies. The task is: Regression/Classification. Given an antibody's heavy chain and light chain sequences, predict its developability. TAP uses regression for 5 developability metrics; SAbDab uses binary classification. (1) The antibody is ['EVQLQQSGPELVKPGASVKISCKASGYAFSSSWMNWVKQRPGKGLEWIGRIYPGDGDTNYNGKFKGKATLTADKSSSTAYMQLSSLTSEDSAVYFCARSDYYGDYGFAYWGQGTLVTVSA', 'DIVLTQSPASLAVSLGQRATISCKASQSVDYAGDSYMNWYQQKPGQPPKLLIYAASNLESGIPARFSGSGSGTDFTLNIHPVEEEDAATYYCQQSNEDPYTFGGGTKLEIK']. Result: 0 (not developable). (2) The antibody is ['EVQLLESGGGLVKPGGSLRLSCAASGFTLINYRMNWVRQAPGKGLEWVSSISSSSSYIHYADSVKGRFTISRDNAENSLYLQMNSLRAEDTAVYYCVREGPRATGYSMADVFDIWGQGTMVTVSS', 'ELVMTQSPDSLAVSLGERATINCKSSQSVLYSSNNKSYLAWYQQKPGQPPKLLIYWASTRESGVPDRFSGSGSGTDFTLTISSLQAEDVAVYYCQQYYSAPLTFGGGTKVEIK']. Result: 0 (not developable). (3) The antibody is ['EVQLQQSGAELVKPGASVKLSCTASGFNIKDNYMHWVKQRPEQGLEWIGRIDPANGNTKYDPKFQGKATITADTSSNTAYLQLSSLTSEDTAVYYCARHYDGYFLYYFEYWGQGTTLTVSS', 'DIQMTQTTSSLSASLGDRVTITCRAGQDISNYLNWYQQKPDGTVKLLIYYTSRLHSGVPSRFSGSGSGTDYSLTISNLEQEDIATYFCQQGSTFPWTFGGGTKLEIK']. Result: 0 (not developable).